Dataset: NCI-60 drug combinations with 297,098 pairs across 59 cell lines. Task: Regression. Given two drug SMILES strings and cell line genomic features, predict the synergy score measuring deviation from expected non-interaction effect. (1) Drug 1: C1=NC2=C(N1)C(=S)N=C(N2)N. Drug 2: C1=CC=C(C=C1)NC(=O)CCCCCCC(=O)NO. Cell line: T-47D. Synergy scores: CSS=24.1, Synergy_ZIP=-8.37, Synergy_Bliss=-4.18, Synergy_Loewe=-4.50, Synergy_HSA=-4.17. (2) Drug 1: C1CN1C2=NC(=NC(=N2)N3CC3)N4CC4. Drug 2: CN(C(=O)NC(C=O)C(C(C(CO)O)O)O)N=O. Cell line: SK-MEL-5. Synergy scores: CSS=18.0, Synergy_ZIP=1.25, Synergy_Bliss=3.59, Synergy_Loewe=-30.0, Synergy_HSA=0.605. (3) Drug 1: CCC1=C2CN3C(=CC4=C(C3=O)COC(=O)C4(CC)O)C2=NC5=C1C=C(C=C5)O. Drug 2: CC12CCC3C(C1CCC2O)C(CC4=C3C=CC(=C4)O)CCCCCCCCCS(=O)CCCC(C(F)(F)F)(F)F. Cell line: NCI-H322M. Synergy scores: CSS=3.17, Synergy_ZIP=0.108, Synergy_Bliss=2.50, Synergy_Loewe=1.05, Synergy_HSA=1.61. (4) Cell line: UACC-257. Drug 1: C1C(C(OC1N2C=NC3=C(N=C(N=C32)Cl)N)CO)O. Drug 2: CC1=C(C(=O)C2=C(C1=O)N3CC4C(C3(C2COC(=O)N)OC)N4)N. Synergy scores: CSS=26.4, Synergy_ZIP=-3.45, Synergy_Bliss=0.304, Synergy_Loewe=0.491, Synergy_HSA=0.943.